This data is from Forward reaction prediction with 1.9M reactions from USPTO patents (1976-2016). The task is: Predict the product of the given reaction. (1) Given the reactants [H][H].[NH3:3].[CH2:4](O)[CH2:5][O:6][CH2:7][CH2:8]O, predict the reaction product. The product is: [O:6]1[CH2:5][CH2:4][N:3]([CH2:4][CH2:5][O:6][CH2:7][CH2:8][N:3]2[CH2:4][CH2:5][O:6][CH2:7][CH2:8]2)[CH2:8][CH2:7]1. (2) Given the reactants Br[C:2]1[CH:7]=[C:6]([C:8]2[N:13]=[CH:12][CH:11]=[CH:10][N:9]=2)[C:5]([NH2:14])=[C:4]([N+:15]([O-:17])=[O:16])[CH:3]=1.[B:18]1([B:18]2[O:22][C:21]([CH3:24])([CH3:23])[C:20]([CH3:26])([CH3:25])[O:19]2)[O:22][C:21]([CH3:24])([CH3:23])[C:20]([CH3:26])([CH3:25])[O:19]1.CC([O-])=O.[K+], predict the reaction product. The product is: [N+:15]([C:4]1[CH:3]=[C:2]([B:18]2[O:22][C:21]([CH3:24])([CH3:23])[C:20]([CH3:26])([CH3:25])[O:19]2)[CH:7]=[C:6]([C:8]2[N:13]=[CH:12][CH:11]=[CH:10][N:9]=2)[C:5]=1[NH2:14])([O-:17])=[O:16]. (3) Given the reactants Cl.[NH2:2]O.C(=O)(O)[O-].[Na+].O.ClC1C=C([C:17]2[N:25]=[C:24]([C:26]#[N:27])[N:23]=[C:22]3[C:18]=2[N:19]([CH2:36][C@H:37]2[CH2:42][CH2:41][C@H:40]([CH3:43])[CH2:39][CH2:38]2)[C:20](C(O)C2C=CC=CC=2)=[N:21]3)C=CC=1, predict the reaction product. The product is: [CH3:43][C@H:40]1[CH2:41][CH2:42][C@H:37]([CH2:36][N:19]2[C:18]3[C:22](=[N:23][C:24]([C:26](=[NH:27])[NH2:2])=[N:25][CH:17]=3)[N:21]=[CH:20]2)[CH2:38][CH2:39]1.